Task: Predict the product of the given reaction.. Dataset: Forward reaction prediction with 1.9M reactions from USPTO patents (1976-2016) Given the reactants [N+:1]([C:4]1[CH:12]=[CH:11][C:7]2[N:8]=[CH:9][S:10][C:6]=2[CH:5]=1)([O-:3])=[O:2].C[Mg+].[Br-].[CH:16](Cl)(Cl)Cl, predict the reaction product. The product is: [CH3:16][C:5]1[C:6]2[S:10][CH:9]=[N:8][C:7]=2[CH:11]=[CH:12][C:4]=1[N+:1]([O-:3])=[O:2].